This data is from Full USPTO retrosynthesis dataset with 1.9M reactions from patents (1976-2016). The task is: Predict the reactants needed to synthesize the given product. Given the product [N:14]1[CH:19]=[CH:18][CH:17]=[CH:16][C:15]=1[CH2:20][N:1]([CH2:2][CH2:3][C:4]1[CH:5]=[CH:6][C:7]([S:10](=[O:11])(=[O:12])[NH2:13])=[CH:8][CH:9]=1)[CH2:37][C:36]([O:40][C:41]([CH3:44])([CH3:43])[CH3:42])=[O:39].[S:10]([C:7]1[CH:6]=[CH:5][C:4]([CH2:3][CH2:2][N:1]([CH2:37][C:36]([O:40][C:41]([CH3:42])([CH3:43])[CH3:44])=[O:39])[CH2:26][C:24]([O-:25])=[O:23])=[CH:9][CH:8]=1)(=[O:11])(=[O:12])[NH2:13], predict the reactants needed to synthesize it. The reactants are: [NH2:1][CH2:2][CH2:3][C:4]1[CH:9]=[CH:8][C:7]([S:10]([NH2:13])(=[O:12])=[O:11])=[CH:6][CH:5]=1.[N:14]1[CH:19]=[CH:18][CH:17]=[CH:16][C:15]=1[CH:20]=O.[BH-]([O:23][C:24]([CH3:26])=[O:25])([O:23][C:24]([CH3:26])=[O:25])[O:23][C:24]([CH3:26])=[O:25].[Na+].[C:36]([O:40][C:41]([CH3:44])([CH3:43])[CH3:42])(=[O:39])[CH:37]=O.